Dataset: Full USPTO retrosynthesis dataset with 1.9M reactions from patents (1976-2016). Task: Predict the reactants needed to synthesize the given product. (1) Given the product [CH3:1][C:2]1[NH:3][C:4]2[C:9]([CH:10]=1)=[CH:8][CH:7]=[CH:6][C:5]=2[NH2:11], predict the reactants needed to synthesize it. The reactants are: [CH3:1][C:2]1[NH:3][C:4]2[C:9]([CH:10]=1)=[CH:8][CH:7]=[CH:6][C:5]=2[N+:11]([O-])=O.O.NN. (2) Given the product [CH3:9][C:6]1([CH3:10])[N:5]([C:11]([O:13][C:14]([CH3:17])([CH3:16])[CH3:15])=[O:12])[C:4]([CH3:18])([C:1]2[S:3][CH:20]=[C:21]([CH3:23])[N:2]=2)[CH2:8][O:7]1, predict the reactants needed to synthesize it. The reactants are: [C:1]([C:4]1([CH3:18])[CH2:8][O:7][C:6]([CH3:10])([CH3:9])[N:5]1[C:11]([O:13][C:14]([CH3:17])([CH3:16])[CH3:15])=[O:12])(=[S:3])[NH2:2].Br[CH2:20][C:21]([CH3:23])=O. (3) The reactants are: [Br:1][C:2]1[CH:3]=[C:4]([CH2:11]O)[CH:5]=[N:6][C:7]=1[O:8][CH2:9][CH3:10].S(Cl)([Cl:15])=O.C([O-])(O)=O.[Na+]. Given the product [Br:1][C:2]1[C:7]([O:8][CH2:9][CH3:10])=[N:6][CH:5]=[C:4]([CH2:11][Cl:15])[CH:3]=1, predict the reactants needed to synthesize it.